From a dataset of Full USPTO retrosynthesis dataset with 1.9M reactions from patents (1976-2016). Predict the reactants needed to synthesize the given product. (1) Given the product [O:34]=[C:29]1[CH2:30][CH2:31][CH2:32][CH2:33][N:28]1[CH:25]1[CH2:24][CH2:23][N:22]([CH2:21][C:6]2[C:7]([C:15]3[CH:16]=[CH:17][CH:18]=[CH:19][CH:20]=3)=[N:8][C:9]3[C:14]([C:5]=2[C:3]([OH:4])=[O:2])=[CH:13][CH:12]=[CH:11][CH:10]=3)[CH2:27][CH2:26]1, predict the reactants needed to synthesize it. The reactants are: C[O:2][C:3]([C:5]1[C:14]2[C:9](=[CH:10][CH:11]=[CH:12][CH:13]=2)[N:8]=[C:7]([C:15]2[CH:20]=[CH:19][CH:18]=[CH:17][CH:16]=2)[C:6]=1[CH2:21][N:22]1[CH2:27][CH2:26][CH:25]([N:28]2[CH2:33][CH2:32][CH2:31][CH2:30][C:29]2=[O:34])[CH2:24][CH2:23]1)=[O:4]. (2) Given the product [C:1]([O:5][C:6](=[O:19])[NH:7][C@@H:8]([CH2:9][C:10]1[CH:15]=[CH:14][CH:13]=[CH:12][CH:11]=1)[C@H:16]([OH:17])[CH2:18][NH:26][CH2:25][C:24]1[CH:27]=[CH:28][CH:29]=[C:22]([O:21][CH3:20])[CH:23]=1)([CH3:4])([CH3:3])[CH3:2], predict the reactants needed to synthesize it. The reactants are: [C:1]([O:5][C:6](=[O:19])[NH:7][C@H:8]([C@H:16]1[CH2:18][O:17]1)[CH2:9][C:10]1[CH:15]=[CH:14][CH:13]=[CH:12][CH:11]=1)([CH3:4])([CH3:3])[CH3:2].[CH3:20][O:21][C:22]1[CH:23]=[C:24]([CH:27]=[CH:28][CH:29]=1)[CH2:25][NH2:26]. (3) Given the product [Br:1][C:2]1[CH:7]=[CH:6][C:5]2[C:8]3[S:17][C:11]4[CH:12]=[C:13]([Br:16])[CH:14]=[CH:15][C:10]=4[C:9]=3[S:21][C:4]=2[CH:3]=1, predict the reactants needed to synthesize it. The reactants are: [Br:1][C:2]1[CH:3]=[C:4]([S:21](Cl)(=O)=O)[C:5]([CH:8]=[CH:9][C:10]2[C:11]([S:17](Cl)(=O)=O)=[CH:12][C:13]([Br:16])=[CH:14][CH:15]=2)=[CH:6][CH:7]=1.I. (4) Given the product [F:48][C:49]1[CH:55]=[CH:54][C:52]([NH:53][C:14]([C:11]2[C:12]3[C:13]4[N:5]([CH:4]=[CH:3][N:2]=4)[CH2:6][CH2:7][C:8]=3[NH:9][CH:10]=2)=[O:16])=[CH:51][CH:50]=1, predict the reactants needed to synthesize it. The reactants are: Br.[N:2]1[CH:3]=[CH:4][N:5]2[C:13]=1[C:12]1[C:11]([C:14]([OH:16])=O)=[CH:10][NH:9][C:8]=1[CH2:7][CH2:6]2.F[P-](F)(F)(F)(F)F.N1(OC(N(C)C)=[N+](C)C)C2C=CC=CC=2N=N1.C(N(CC)CC)C.[F:48][C:49]1[CH:55]=[CH:54][C:52]([NH2:53])=[CH:51][CH:50]=1. (5) The reactants are: [CH2:1]=[C:2]([C:11](OS(F)(=O)=O)([F:13])[F:12])[C:3]([O:6][S:7]([F:10])(=[O:9])=[O:8])([F:5])[F:4].[F:19][S:20]([C:23]([C:26]([O:29][K])([F:28])[F:27])([F:25])[F:24])(=[O:22])=[O:21].[F-:31].[K+].[F:33][S:34]([C:37]([C:40]([F:42])=[O:41])([F:39])[F:38])(=[O:36])=[O:35]. Given the product [CH2:1]=[C:2]([C:3]([O:6][S:7]([F:10])(=[O:9])=[O:8])([F:5])[F:4])[C:11]([F:13])([F:19])[F:12].[CH2:1]=[C:2]([C:11]([O:41][C:40]([C:37]([S:34]([F:33])(=[O:36])=[O:35])([F:39])[F:38])([F:31])[F:42])([F:13])[F:12])[C:3]([O:29][C:26]([C:23]([S:20]([F:19])(=[O:22])=[O:21])([F:25])[F:24])([F:28])[F:27])([F:5])[F:4], predict the reactants needed to synthesize it. (6) Given the product [Br:32][C:33]1[N:38]2[N:39]=[CH:40][N:41]=[C:37]2[C:36]([NH:58][C:55]2[CH:56]=[CH:57][C:52]([O:51][CH2:50][CH2:49][N:43]3[CH2:44][CH2:45][O:46][CH2:47][CH2:48]3)=[CH:53][CH:54]=2)=[N:35][CH:34]=1, predict the reactants needed to synthesize it. The reactants are: CN1CCN(C2C=CC(NC3C4N(N=CN=4)C(C4C=C(C(N)=O)SC=4)=CN=3)=CC=2)CC1.[Br:32][C:33]1[N:38]2[N:39]=[CH:40][N:41]=[C:37]2[C:36](Br)=[N:35][CH:34]=1.[N:43]1([CH2:49][CH2:50][O:51][C:52]2[CH:57]=[CH:56][C:55]([NH2:58])=[CH:54][CH:53]=2)[CH2:48][CH2:47][O:46][CH2:45][CH2:44]1.C(N(CC)C(C)C)(C)C. (7) Given the product [CH3:1][O:2][C:3]([C@@H:5]1[CH2:9][C@H:8]([O:10][CH2:20][C:21]2[CH:26]=[CH:25][CH:24]=[CH:23][CH:22]=2)[CH2:7][N:6]1[C:11]([O:13][C:14]([CH3:17])([CH3:16])[CH3:15])=[O:12])=[O:4], predict the reactants needed to synthesize it. The reactants are: [CH3:1][O:2][C:3]([C@@H:5]1[CH2:9][C@H:8]([OH:10])[CH2:7][N:6]1[C:11]([O:13][C:14]([CH3:17])([CH3:16])[CH3:15])=[O:12])=[O:4].[H-].[Na+].[CH2:20](Br)[C:21]1[CH:26]=[CH:25][CH:24]=[CH:23][CH:22]=1.C(OCC)(=O)C. (8) Given the product [CH2:1]([O:8][C:9]1[CH:10]=[C:11]([CH2:12][OH:13])[CH:16]=[C:17]([O:19][CH3:20])[CH:18]=1)[C:2]1[CH:3]=[CH:4][CH:5]=[CH:6][CH:7]=1, predict the reactants needed to synthesize it. The reactants are: [CH2:1]([O:8][C:9]1[CH:10]=[C:11]([CH:16]=[C:17]([O:19][CH3:20])[CH:18]=1)[C:12](OC)=[O:13])[C:2]1[CH:7]=[CH:6][CH:5]=[CH:4][CH:3]=1.[H-].[Al+3].[Li+].[H-].[H-].[H-].O. (9) Given the product [Cl:1][C:2]1[CH:3]=[C:4]([C@@H:12]([CH2:16][CH:17]2[CH2:21][CH2:20][CH2:19][CH2:18]2)[C:13]([NH:28][C:29]2[CH:34]=[CH:33][C:32]([C:35]#[N:36])=[CH:31][N:30]=2)=[O:15])[CH:5]=[CH:6][C:7]=1[S:8]([CH3:11])(=[O:9])=[O:10], predict the reactants needed to synthesize it. The reactants are: [Cl:1][C:2]1[CH:3]=[C:4]([C@@H:12]([CH2:16][CH:17]2[CH2:21][CH2:20][CH2:19][CH2:18]2)[C:13]([OH:15])=O)[CH:5]=[CH:6][C:7]=1[S:8]([CH3:11])(=[O:10])=[O:9].C(Cl)(=O)C(Cl)=O.[NH2:28][C:29]1[CH:34]=[CH:33][C:32]([C:35]#[N:36])=[CH:31][N:30]=1.N1C=CC=CC=1.